The task is: Predict the reactants needed to synthesize the given product.. This data is from Full USPTO retrosynthesis dataset with 1.9M reactions from patents (1976-2016). (1) Given the product [F:16][C:17]1[CH:18]=[CH:19][C:20]([CH2:21][NH:22][C:23](=[O:24])[C:25]2[CH:30]=[CH:29][C:28]([S:31]([N:9]3[C:10]4[CH:15]=[CH:14][N:13]=[CH:12][C:11]=4[C:7]([C:1]4[CH:2]=[CH:3][CH:4]=[CH:5][CH:6]=4)=[CH:8]3)(=[O:32])=[O:33])=[CH:27][CH:26]=2)=[CH:35][CH:36]=1, predict the reactants needed to synthesize it. The reactants are: [C:1]1([C:7]2[C:11]3[CH:12]=[N:13][CH:14]=[CH:15][C:10]=3[NH:9][CH:8]=2)[CH:6]=[CH:5][CH:4]=[CH:3][CH:2]=1.[F:16][C:17]1[CH:36]=[CH:35][C:20]([CH2:21][NH:22][C:23]([C:25]2[CH:30]=[CH:29][C:28]([S:31](Cl)(=[O:33])=[O:32])=[CH:27][CH:26]=2)=[O:24])=[CH:19][CH:18]=1. (2) Given the product [NH2:1][C:2]1[N:7]=[C:6]([C:8]#[N:9])[N:5]=[C:4]([N:10]([C:11]2[CH:16]=[CH:15][CH:14]=[C:13]([F:17])[C:12]=2[F:18])[CH3:19])[N:3]=1, predict the reactants needed to synthesize it. The reactants are: [NH2:1][C:2]1[N:7]=[C:6]([C:8]#[N:9])[N:5]=[C:4]([NH:10][C:11]2[CH:16]=[CH:15][CH:14]=[C:13]([F:17])[C:12]=2[F:18])[N:3]=1.[C:19](=O)([O-])[O-].[K+].[K+].CI.CN(C=O)C. (3) Given the product [F:8][C:4]1[CH:5]=[CH:6][CH:7]=[C:2]([F:1])[C:3]=1[CH:9]1[NH:14][C:13]2[CH:15]=[CH:16][C:17]([C:31]3[N:32]=[C:33]([C:35]4[CH:40]=[CH:39][N:38]=[C:37]([CH2:41][CH3:42])[CH:36]=4)[S:34][C:30]=3[CH2:28][CH3:29])=[CH:18][C:12]=2[O:11][CH2:10]1, predict the reactants needed to synthesize it. The reactants are: [F:1][C:2]1[CH:7]=[CH:6][CH:5]=[C:4]([F:8])[C:3]=1[CH:9]1[NH:14][C:13]2[CH:15]=[CH:16][C:17](B3OC(C)(C)C(C)(C)O3)=[CH:18][C:12]=2[O:11][CH2:10]1.[CH2:28]([C:30]1[S:34][C:33]([C:35]2[CH:40]=[CH:39][N:38]=[C:37]([CH2:41][CH3:42])[CH:36]=2)=[N:32][C:31]=1OS(C(F)(F)F)(=O)=O)[CH3:29]. (4) Given the product [F:1][C:2]1[CH:7]=[CH:6][C:5]([CH:8]([C:12]2[CH:13]=[CH:14][C:15]([F:18])=[CH:16][CH:17]=2)[C:9](=[O:10])[CH2:11][CH:20]([OH:21])[C:19]([O:23][CH2:24][CH3:25])=[O:22])=[CH:4][CH:3]=1, predict the reactants needed to synthesize it. The reactants are: [F:1][C:2]1[CH:7]=[CH:6][C:5]([CH:8]([C:12]2[CH:17]=[CH:16][C:15]([F:18])=[CH:14][CH:13]=2)[C:9]([CH3:11])=[O:10])=[CH:4][CH:3]=1.[C:19]([O:23][CH2:24][CH3:25])(=[O:22])[CH:20]=[O:21]. (5) Given the product [CH2:1]([O:3][C:4](=[O:39])[CH2:5][CH2:6][CH2:7][O:8][C:9]1[CH:14]=[CH:13][CH:12]=[C:11]([CH2:15][CH2:16][CH2:17][CH2:18][CH2:19][CH2:20][O:21][C:22]2[CH:23]=[C:24]([C:45]3[CH:44]=[CH:43][CH:42]=[C:41]([F:40])[CH:46]=3)[CH:25]=[C:26]([O:28][CH2:29][CH3:30])[CH:27]=2)[C:10]=1[CH2:32][CH2:33][C:34]([O:36][CH2:37][CH3:38])=[O:35])[CH3:2], predict the reactants needed to synthesize it. The reactants are: [CH2:1]([O:3][C:4](=[O:39])[CH2:5][CH2:6][CH2:7][O:8][C:9]1[CH:14]=[CH:13][CH:12]=[C:11]([CH2:15][CH2:16][CH2:17][CH2:18][CH2:19][CH2:20][O:21][C:22]2[CH:27]=[C:26]([O:28][CH2:29][CH3:30])[CH:25]=[C:24](Br)[CH:23]=2)[C:10]=1[CH2:32][CH2:33][C:34]([O:36][CH2:37][CH3:38])=[O:35])[CH3:2].[F:40][C:41]1[CH:42]=[C:43](B(O)O)[CH:44]=[CH:45][CH:46]=1.C(=O)([O-])[O-].[Cs+].[Cs+]. (6) Given the product [C:1]([N:6]1[CH2:11][CH2:10][N:9]([C:12]([C:14]2[CH:15]=[C:16]([CH:17]3[C:40](=[O:41])[C:47]4[C:46]([C:45]([O:49][CH3:50])=[O:48])=[CH:36][CH:37]=[CH:38][C:30]=4[NH:29][CH:28]3[C:25]3[CH:24]=[CH:23][N:22]=[CH:27][CH:26]=3)[CH:19]=[CH:20][CH:21]=2)=[O:13])[CH2:8][CH2:7]1)(=[O:5])[CH:2]([CH3:4])[CH3:3], predict the reactants needed to synthesize it. The reactants are: [C:1]([N:6]1[CH2:11][CH2:10][N:9]([C:12]([C:14]2[CH:15]=[C:16]([CH:19]=[CH:20][CH:21]=2)[CH:17]=O)=[O:13])[CH2:8][CH2:7]1)(=[O:5])[CH:2]([CH3:4])[CH3:3].[N:22]1[CH:27]=[CH:26][C:25](/[CH:28]=[N:29]/[C:30]2[CH:38]=[CH:37][CH:36]=C3C=2COC3=O)=[CH:24][CH:23]=1.[CH3:40][O-:41].[Na+].CO.[C:45]([O:49][CH2:50]C)(=[O:48])[CH2:46][CH3:47]. (7) Given the product [NH2:23][C:22]1[N:21]=[CH:20][N:19]=[C:18]2[N:14]([C@@H:10]3[CH2:11][CH2:12][CH2:13][NH:8][CH2:9]3)[N:15]=[C:16]([C:24]([NH:25][C:26]3[O:27][C:28]4[CH:34]=[CH:33][C:32]([F:35])=[CH:31][C:29]=4[N:30]=3)=[O:36])[C:17]=12, predict the reactants needed to synthesize it. The reactants are: C(OC([N:8]1[CH2:13][CH2:12][CH2:11][C@@H:10]([N:14]2[C:18]3=[N:19][CH:20]=[N:21][C:22]([NH2:23])=[C:17]3[C:16]([C:24](=[O:36])[NH:25][C:26]3[O:27][C:28]4[CH:34]=[CH:33][C:32]([F:35])=[CH:31][C:29]=4[N:30]=3)=[N:15]2)[CH2:9]1)=O)(C)(C)C.[I-].[Na+].C[Si](Cl)(C)C.C(=O)(O)[O-].[Na+]. (8) Given the product [C:27]([CH2:6][CH2:7][C@@H:8]([NH:19][C:20](=[O:21])[O:22][C:23]([CH3:26])([CH3:25])[CH3:24])[C:9]1[CH:14]=[CH:13][C:12]([O:15][CH:16]([F:18])[F:17])=[CH:11][CH:10]=1)#[N:28], predict the reactants needed to synthesize it. The reactants are: CS(O[CH2:6][CH2:7][C@@H:8]([NH:19][C:20]([O:22][C:23]([CH3:26])([CH3:25])[CH3:24])=[O:21])[C:9]1[CH:14]=[CH:13][C:12]([O:15][CH:16]([F:18])[F:17])=[CH:11][CH:10]=1)(=O)=O.[C-:27]#[N:28].[Na+].[Na+].[I-].